Dataset: Catalyst prediction with 721,799 reactions and 888 catalyst types from USPTO. Task: Predict which catalyst facilitates the given reaction. (1) Reactant: [CH3:1][C:2]([Si:5]([CH3:35])([CH3:34])[O:6][CH2:7][C@@H:8]([O:10][C:11]1[CH:12]=[C:13]([CH:23]=[C:24]([O:26]CC2C=CC=CC=2)[CH:25]=1)[C:14]([NH:16][C:17]1[CH:21]=[CH:20][N:19]([CH3:22])[N:18]=1)=[O:15])[CH3:9])([CH3:4])[CH3:3]. Product: [CH3:1][C:2]([Si:5]([CH3:35])([CH3:34])[O:6][CH2:7][C@@H:8]([O:10][C:11]1[CH:12]=[C:13]([CH:23]=[C:24]([OH:26])[CH:25]=1)[C:14]([NH:16][C:17]1[CH:21]=[CH:20][N:19]([CH3:22])[N:18]=1)=[O:15])[CH3:9])([CH3:3])[CH3:4]. The catalyst class is: 5. (2) Reactant: [Cl:1][C:2]1[CH:8]=[CH:7][CH:6]=[C:5]([Cl:9])[C:3]=1[NH2:4].[C:10](Cl)(Cl)=[S:11].C(N(C(C)C)C(C)C)C. Product: [Cl:1][C:2]1[CH:8]=[CH:7][CH:6]=[C:5]([Cl:9])[C:3]=1[N:4]=[C:10]=[S:11]. The catalyst class is: 2. (3) Reactant: [H-].[Na+].[F:3][C:4]([F:9])([F:8])[CH:5]([OH:7])[CH3:6].Cl[C:11]1[CH:16]=[C:15]([CH3:17])[N:14]=[C:13]([C:18]#[N:19])[CH:12]=1.[Cl-].[NH4+]. Product: [CH3:17][C:15]1[N:14]=[C:13]([C:18]#[N:19])[CH:12]=[C:11]([O:7][CH:5]([CH3:6])[C:4]([F:9])([F:8])[F:3])[CH:16]=1. The catalyst class is: 9. (4) Reactant: Cl.[CH3:2][C:3]1[N:7]([CH:8]([CH3:10])[CH3:9])[C:6]([C:11]2[CH:16]=[CH:15][N:14]=[C:13]([NH:17][CH:18]3[CH2:23][CH2:22][N:21]([C:24]([CH:26]4[O:31][CH2:30][CH2:29][N:28](C(OC(C)(C)C)=O)[CH2:27]4)=[O:25])[CH2:20][CH2:19]3)[N:12]=2)=[CH:5][N:4]=1.[OH-].[Na+]. Product: [CH3:2][C:3]1[N:7]([CH:8]([CH3:10])[CH3:9])[C:6]([C:11]2[CH:16]=[CH:15][N:14]=[C:13]([NH:17][CH:18]3[CH2:23][CH2:22][N:21]([C:24]([CH:26]4[O:31][CH2:30][CH2:29][NH:28][CH2:27]4)=[O:25])[CH2:20][CH2:19]3)[N:12]=2)=[CH:5][N:4]=1. The catalyst class is: 258. (5) Reactant: [OH-:1].[Na+].[C:3]([C:5]1[N:6]=[N:7][N:8]([CH2:10][C:11]2[C:16]([F:17])=[CH:15][CH:14]=[CH:13][C:12]=2[F:18])[CH:9]=1)#[N:4]. Product: [F:17][C:16]1[CH:15]=[CH:14][CH:13]=[C:12]([F:18])[C:11]=1[CH2:10][N:8]1[CH:9]=[C:5]([C:3]([NH2:4])=[O:1])[N:6]=[N:7]1. The catalyst class is: 6. (6) Reactant: [NH2:1][C:2]1[CH:10]=[CH:9][C:5]([C:6]([OH:8])=[O:7])=[CH:4][CH:3]=1.N1C=CC=CC=1.[N:17]1[C:26]2[C:21](=[CH:22][CH:23]=[CH:24][C:25]=2[S:27](Cl)(=[O:29])=[O:28])[CH:20]=[CH:19][CH:18]=1. Product: [N:17]1[C:26]2[C:21](=[CH:22][CH:23]=[CH:24][C:25]=2[S:27]([NH:1][C:2]2[CH:10]=[CH:9][C:5]([C:6]([OH:8])=[O:7])=[CH:4][CH:3]=2)(=[O:29])=[O:28])[CH:20]=[CH:19][CH:18]=1. The catalyst class is: 1.